From a dataset of Catalyst prediction with 721,799 reactions and 888 catalyst types from USPTO. Predict which catalyst facilitates the given reaction. (1) Reactant: [F:1][C:2]1[CH:14]=[C:13]([N:15]2[CH2:19][CH:18]([CH2:20]O)[O:17][C:16]2=[O:22])[CH:12]=[CH:11][C:3]=1[C:4]([O:6][C:7]([CH3:10])([CH3:9])[CH3:8])=[O:5].C(N(CC)CC)C.CS(Cl)(=O)=O.[N-:35]=[N+:36]=[N-:37].[Na+]. Product: [N:35]([CH2:20][CH:18]1[O:17][C:16](=[O:22])[N:15]([C:13]2[CH:12]=[CH:11][C:3]([C:4]([O:6][C:7]([CH3:10])([CH3:9])[CH3:8])=[O:5])=[C:2]([F:1])[CH:14]=2)[CH2:19]1)=[N+:36]=[N-:37]. The catalyst class is: 120. (2) Reactant: [CH:1]1[CH:2]=[CH:3][C:4]2[C:15](=O)[C:14]3[C:9](=[C:10]([OH:18])[CH:11]=[CH:12][C:13]=3[OH:17])[C:7](=O)[C:5]=2[CH:6]=1.[BH4-].[Na+].Cl. Product: [C:13]1(=[O:17])[C:14]2[C:9](=[CH:7][C:5]3[C:4]([CH:15]=2)=[CH:3][CH:2]=[CH:1][CH:6]=3)[C:10](=[O:18])[CH:11]=[CH:12]1. The catalyst class is: 5. (3) Reactant: [F:1][C:2]1[CH:12]=[C:11](F)[C:10]([F:14])=[CH:9][C:3]=1[C:4]([O:6][CH2:7][CH3:8])=[O:5].C(=O)([O-])[O-].[K+].[K+].[Cl:21][C:22]1[CH:23]=[C:24]([OH:33])[CH:25]=[N:26][C:27]=1[O:28][CH2:29][CH:30]([CH3:32])[CH3:31]. Product: [Cl:21][C:22]1[CH:23]=[C:24]([O:33][C:11]2[C:10]([F:14])=[CH:9][C:3]([C:4]([O:6][CH2:7][CH3:8])=[O:5])=[C:2]([F:1])[CH:12]=2)[CH:25]=[N:26][C:27]=1[O:28][CH2:29][CH:30]([CH3:31])[CH3:32]. The catalyst class is: 197. (4) Reactant: [Cl:1][C:2]1[CH:23]=[CH:22][C:5]([C:6]([N:8]([CH3:21])[C:9]2[CH:20]=[CH:19][CH:18]=[CH:17][C:10]=2[O:11][CH2:12][CH2:13][C:14]([OH:16])=[O:15])=[O:7])=[CH:4][C:3]=1[C:24]1[CH:25]=[N:26][C:27]([C:32]([F:35])([F:34])[F:33])=[CH:28][C:29]=1[C:30]#[N:31].[CH:36]1([O:42][C:43](=[O:48])[O:44][CH:45](Cl)[CH3:46])[CH2:41][CH2:40][CH2:39][CH2:38][CH2:37]1.C(N(CC)CC)C.[Na+].[I-]. Product: [CH:36]1([O:42][C:43]([O:44][CH:45]([O:15][C:14](=[O:16])[CH2:13][CH2:12][O:11][C:10]2[CH:17]=[CH:18][CH:19]=[CH:20][C:9]=2[N:8]([C:6](=[O:7])[C:5]2[CH:22]=[CH:23][C:2]([Cl:1])=[C:3]([C:24]3[CH:25]=[N:26][C:27]([C:32]([F:35])([F:33])[F:34])=[CH:28][C:29]=3[C:30]#[N:31])[CH:4]=2)[CH3:21])[CH3:46])=[O:48])[CH2:41][CH2:40][CH2:39][CH2:38][CH2:37]1. The catalyst class is: 39. (5) Reactant: Br[C:2]1[CH:3]=[C:4]2[O:10][C:9]([NH:11][C:12]([O:14][C:15]([CH3:18])([CH3:17])[CH3:16])=[O:13])=[C:8]([C:19]([O:21][CH2:22][CH3:23])=[O:20])[C:5]2=[N:6][CH:7]=1.[CH2:24]([Zn]CC)[CH3:25].CCCCCC. Product: [C:15]([O:14][C:12]([NH:11][C:9]1[O:10][C:4]2[C:5](=[N:6][CH:7]=[C:2]([CH2:24][CH3:25])[CH:3]=2)[C:8]=1[C:19]([O:21][CH2:22][CH3:23])=[O:20])=[O:13])([CH3:18])([CH3:17])[CH3:16]. The catalyst class is: 176. (6) The catalyst class is: 22. Reactant: [C:1]([C:4]1[S:5][CH:6]=[CH:7][CH:8]=1)(=[O:3])[CH3:2].[Al+3].[Cl-:10].[Cl-].[Cl-].ClCl.Cl. Product: [Cl:10][C:7]1[CH:8]=[C:4]([C:1](=[O:3])[CH3:2])[S:5][CH:6]=1. (7) Reactant: [CH3:1][C:2]1[CH:10]=[CH:9][C:8]([N+:11]([O-:13])=[O:12])=[CH:7][C:3]=1[C:4](O)=O.CN(C)[CH:16]=[O:17].[C:19](Cl)(=[O:23])[C:20](Cl)=O.[Si](C=[N+]=[N-])(C)(C)C. Product: [CH3:1][C:2]1[CH:10]=[CH:9][C:8]([N+:11]([O-:13])=[O:12])=[CH:7][C:3]=1[CH2:4][C:16]([O:23][CH2:19][C:20]1[CH:9]=[CH:10][CH:2]=[CH:3][CH:4]=1)=[O:17]. The catalyst class is: 2.